This data is from Full USPTO retrosynthesis dataset with 1.9M reactions from patents (1976-2016). The task is: Predict the reactants needed to synthesize the given product. (1) Given the product [CH3:69][CH:68]([CH3:70])[C:67]([N:21]1[CH2:20][CH2:19][N:18]([CH2:17][C@H:15]2[CH2:16][C@H:13]([C:10]3[CH:9]=[CH:8][C:7]([CH2:6][N:1]4[CH2:2][CH2:3][CH2:4][CH2:5]4)=[CH:12][CH:11]=3)[CH2:14]2)[CH2:23][CH2:22]1)=[O:71], predict the reactants needed to synthesize it. The reactants are: [N:1]1([CH2:6][C:7]2[CH:12]=[CH:11][C:10]([C@H:13]3[CH2:16][C@H:15]([CH2:17][N:18]4[CH2:23][CH2:22][NH:21][CH2:20][CH2:19]4)[CH2:14]3)=[CH:9][CH:8]=2)[CH2:5][CH2:4][CH2:3][CH2:2]1.CC1C=CC(S(O)(=O)=O)=CC=1.N1(CC2C=CC(C3CC(CN4CCNCC4)C3)=CC=2)CCCC1.C(N(C(C)C)CC)(C)C.[C:67](Cl)(=[O:71])[CH:68]([CH3:70])[CH3:69]. (2) Given the product [N+:1]([C:4]1[CH:12]=[C:11]2[C:7]([CH:8]=[N:9][N:10]2[CH2:20][O:19][CH2:18][CH2:17][Si:14]([CH3:16])([CH3:15])[CH3:13])=[CH:6][CH:5]=1)([O-:3])=[O:2], predict the reactants needed to synthesize it. The reactants are: [N+:1]([C:4]1[CH:12]=[C:11]2[C:7]([CH:8]=[N:9][NH:10]2)=[CH:6][CH:5]=1)([O-:3])=[O:2].[CH3:13][Si:14]([CH2:17][CH2:18][O:19][CH2:20]Cl)([CH3:16])[CH3:15].C(N(C(C)C)CC)(C)C.O.